The task is: Predict the reactants needed to synthesize the given product.. This data is from Full USPTO retrosynthesis dataset with 1.9M reactions from patents (1976-2016). (1) The reactants are: FC(F)(F)S(O[C:7]1[C:16]2[C:11](=[N:12][CH:13]=[CH:14][CH:15]=2)[N:10]([O:17][CH2:18][C:19]2[CH:24]=[CH:23][CH:22]=[CH:21][CH:20]=2)[C:9](=[O:25])[CH:8]=1)(=O)=O.CC1(C)C(C)(C)OB([C:36]2[CH:41]=[CH:40][C:39]([CH2:42][CH2:43][C:44]3[CH:49]=[CH:48][N:47]=[CH:46][CH:45]=3)=[CH:38][CH:37]=2)O1.[C:51]([O-:54])([O-])=[O:52].[K+].[K+].N#N.[CH2:59]1COC[CH2:60]1. Given the product [CH2:18]([O:17][N:10]1[C:11]2[C:16](=[CH:15][CH:14]=[CH:13][N:12]=2)[C:7]([C:36]2[CH:37]=[CH:38][C:39]([CH2:42][CH2:43][C:44]3[CH:45]=[CH:46][N:47]=[CH:48][CH:49]=3)=[CH:40][CH:41]=2)=[C:8]([C:51]([O:54][CH2:59][CH3:60])=[O:52])[C:9]1=[O:25])[C:19]1[CH:24]=[CH:23][CH:22]=[CH:21][CH:20]=1, predict the reactants needed to synthesize it. (2) Given the product [CH2:1]([C:3]1[CH:4]=[C:5]([C:6]2[S:27][C:25]([NH2:26])=[N:23][N:7]=2)[CH:8]=[CH:9][C:10]=1[N:11]([CH3:22])[C:12]1[N:17]=[CH:16][C:15]2[N:18]=[CH:19][N:20]([CH3:21])[C:14]=2[CH:13]=1)[CH3:2], predict the reactants needed to synthesize it. The reactants are: [CH2:1]([C:3]1[CH:4]=[C:5]([CH:8]=[CH:9][C:10]=1[N:11]([CH3:22])[C:12]1[N:17]=[CH:16][C:15]2[N:18]=[CH:19][N:20]([CH3:21])[C:14]=2[CH:13]=1)[C:6]#[N:7])[CH3:2].[NH:23]([C:25](=[S:27])[NH2:26])N.C(Cl)Cl.[OH-].[Na+]. (3) Given the product [NH2:22][C:23]1[C:28]([F:29])=[C:27]([C:3]2[CH:4]=[CH:5][C:6]([C:9]([F:10])([F:11])[F:12])=[C:7]([F:8])[C:2]=2[F:1])[N:26]=[C:25]([C:31]([O:33][CH3:34])=[O:32])[C:24]=1[CH:35]=[CH2:36], predict the reactants needed to synthesize it. The reactants are: [F:1][C:2]1[C:7]([F:8])=[C:6]([C:9]([F:12])([F:11])[F:10])[CH:5]=[CH:4][C:3]=1B1OC(C)(C)C(C)(C)O1.[NH2:22][C:23]1[C:28]([F:29])=[C:27](Cl)[N:26]=[C:25]([C:31]([O:33][CH3:34])=[O:32])[C:24]=1[CH:35]=[CH2:36].C(=O)([O-])[O-].[Na+].[Na+].C(#N)C.